Dataset: Full USPTO retrosynthesis dataset with 1.9M reactions from patents (1976-2016). Task: Predict the reactants needed to synthesize the given product. (1) Given the product [F:1][C:2]1[CH:7]=[CH:6][C:5]([CH2:8][C:10]2[S:14][CH:13]=[N:12][CH:11]=2)=[CH:4][CH:3]=1, predict the reactants needed to synthesize it. The reactants are: [F:1][C:2]1[CH:7]=[CH:6][C:5]([CH:8]([C:10]2[S:14][CH:13]=[N:12][CH:11]=2)O)=[CH:4][CH:3]=1.C[Si](I)(C)C.[I-].[Na+].Cl[Si](C)(C)C.[OH-].[Na+]. (2) The reactants are: [I:1][C:2]1[CH:9]=[CH:8][C:5]([CH2:6]Cl)=[CH:4][CH:3]=1.[NH2:10][C:11]1[CH:16]=[CH:15][C:14]([O:17][CH3:18])=[CH:13][C:12]=1[SH:19].CO. Given the product [NH2:10][C:11]1[CH:16]=[CH:15][C:14]([O:17][CH3:18])=[CH:13][C:12]=1[SH:19].[I:1][C:2]1[CH:9]=[CH:8][C:5]([C:6]2[S:19][C:12]3[CH:13]=[C:14]([O:17][CH3:18])[CH:15]=[CH:16][C:11]=3[N:10]=2)=[CH:4][CH:3]=1, predict the reactants needed to synthesize it. (3) Given the product [OH:7][CH2:6][CH:2]([C:3]1[O:5][N:72]=[C:71]([NH:70][C:65]2[CH:66]=[CH:67][C:68]([CH3:69])=[C:63]([C:54]3[C:53](=[O:75])[N:52]([CH3:51])[C:61]4[C:56]([CH:55]=3)=[CH:57][N:58]=[C:59]([CH3:62])[CH:60]=4)[CH:64]=2)[N:74]=1)[CH3:1], predict the reactants needed to synthesize it. The reactants are: [CH3:1][CH:2]([CH2:6][O:7][Si](C(C)C)(C(C)C)C(C)C)[C:3]([OH:5])=O.CN(C(ON1N=NC2C=CC=NC1=2)=[N+](C)C)C.F[P-](F)(F)(F)(F)F.CCN(C(C)C)C(C)C.[CH3:51][N:52]1[C:61]2[C:56](=[CH:57][N:58]=[C:59]([CH3:62])[CH:60]=2)[CH:55]=[C:54]([C:63]2[CH:64]=[C:65]([NH:70]/[C:71](/[NH2:74])=[N:72]/O)[CH:66]=[CH:67][C:68]=2[CH3:69])[C:53]1=[O:75].CCCC[N+](CCCC)(CCCC)CCCC.[F-]. (4) Given the product [CH:42]1([NH:41][C:39]([C:36]2[NH:35][C:34]([C:22]3[C:21]4[C:25](=[CH:26][CH:27]=[C:19]([C:16]5[C:17]([CH3:18])=[C:12]([CH2:11][N:3]([CH2:1][CH3:2])[C:4](=[O:10])[O:5][C:6]([CH3:7])([CH3:8])[CH3:9])[CH:13]=[N:14][CH:15]=5)[CH:20]=4)[N:24]([CH:28]4[CH2:33][CH2:32][CH2:31][CH2:30][O:29]4)[N:23]=3)=[N:38][CH:37]=2)=[O:40])[CH2:49][CH2:46][CH2:47][CH2:48][CH2:43]1, predict the reactants needed to synthesize it. The reactants are: [CH2:1]([N:3]([CH2:11][C:12]1[CH:13]=[N:14][CH:15]=[C:16]([C:19]2[CH:20]=[C:21]3[C:25](=[CH:26][CH:27]=2)[N:24]([CH:28]2[CH2:33][CH2:32][CH2:31][CH2:30][O:29]2)[N:23]=[C:22]3[C:34]2[NH:35][C:36]([C:39]([NH:41][CH2:42][C:43]3C=N[CH:46]=[CH:47][CH:48]=3)=[O:40])=[CH:37][N:38]=2)[C:17]=1[CH3:18])[C:4](=[O:10])[O:5][C:6]([CH3:9])([CH3:8])[CH3:7])[CH3:2].[C:49](OC(N(CC1C(C)=C(C2C=C3C(=CC=2)N(C2CCCCO2)N=C3C2NC(C(O)=O)=CN=2)C=NC=1)CC)=O)(C)(C)C.CCN(CC)CC.C1(N)CCCCC1.CN(C(ON1N=NC2C=CC=NC1=2)=[N+](C)C)C.F[P-](F)(F)(F)(F)F. (5) Given the product [Cl:19][C:16]1[CH:17]=[CH:18][C:13]([S:10]([N:9]([C@H:4]([CH2:5][CH:6]([CH3:7])[CH3:8])[C:1]([NH2:2])=[O:3])[CH2:20][C:21]2[CH:29]=[CH:28][C:24]([C:25]([N:30]3[CH2:35][CH2:34][O:33][CH2:32][CH2:31]3)=[O:27])=[CH:23][CH:22]=2)(=[O:12])=[O:11])=[CH:14][CH:15]=1, predict the reactants needed to synthesize it. The reactants are: [C:1]([C@H:4]([N:9]([CH2:20][C:21]1[CH:29]=[CH:28][C:24]([C:25]([OH:27])=O)=[CH:23][CH:22]=1)[S:10]([C:13]1[CH:18]=[CH:17][C:16]([Cl:19])=[CH:15][CH:14]=1)(=[O:12])=[O:11])[CH2:5][CH:6]([CH3:8])[CH3:7])(=[O:3])[NH2:2].[NH:30]1[CH2:35][CH2:34][O:33][CH2:32][CH2:31]1.ON1C2C=CC=CC=2N=N1.Cl.CN(C)CCCN=C=NCC.CCN(C(C)C)C(C)C.C(O)(=O)CC(CC(O)=O)(C(O)=O)O.